The task is: Predict the reaction yield, written as a fraction of the theoretical maximum amount of product (1.0 means a 100% yield; for example, 0.34 means a 34% yield).. This data is from Reaction yield outcomes from USPTO patents with 853,638 reactions. The reactants are [F:1][CH:2]([F:5])[CH2:3]Cl.[CH2:6]([NH2:13])[C:7]1[CH:12]=[CH:11][CH:10]=[CH:9][CH:8]=1.C(N(CC)CC)C.Cl. The catalyst is CN(C)C(=O)C. The product is [CH2:6]([NH:13][CH2:3][CH:2]([F:5])[F:1])[C:7]1[CH:12]=[CH:11][CH:10]=[CH:9][CH:8]=1. The yield is 0.900.